From a dataset of Full USPTO retrosynthesis dataset with 1.9M reactions from patents (1976-2016). Predict the reactants needed to synthesize the given product. (1) Given the product [CH3:37][CH2:38][C:39]([C:42]([O:44][C@@H:45]1[C@@H:50]2[C@@H:51]([CH2:56][CH2:57][C@H:58]3[O:64][C:62](=[O:63])[CH2:61][C@H:60]([OH:65])[CH2:59]3)[C@@H:52]([CH3:55])[CH:53]=[CH:54][C:49]2=[CH:48][C@H:47]([CH3:66])[CH2:46]1)=[O:43])([CH3:41])[CH3:40].[Ca:35], predict the reactants needed to synthesize it. The reactants are: CCC(C(O[C@@H]1[C@@H]2[C@@H](CC[C@@H](O)C[C@@H](O)CC([O-])=O)[C@@H](C)C=CC2=C[C@H](C)C1)=O)(C)C.[NH4+].Cl.[OH-].[Ca+2:35].[OH-].[CH3:37][CH2:38][C:39]([C:42]([O:44][C@@H:45]1[C@@H:50]2[C@@H:51]([CH2:56][CH2:57][C@H:58]3[O:64][C:62](=[O:63])[CH2:61][C@H:60]([OH:65])[CH2:59]3)[C@@H:52]([CH3:55])[CH:53]=[CH:54][C:49]2=[CH:48][C@H:47]([CH3:66])[CH2:46]1)=[O:43])([CH3:41])[CH3:40]. (2) Given the product [CH3:1][O:2][C:3]([C:5]1[CH:6]=[C:7]2[C:11](=[CH:12][C:13]=1[O:14][CH3:15])[NH:10][CH:9]=[C:8]2[CH3:20])=[O:4], predict the reactants needed to synthesize it. The reactants are: [CH3:1][O:2][C:3]([C:5]1[CH:6]=[C:7]2[C:11](=[CH:12][C:13]=1[O:14][CH3:15])[NH:10][C:9]([Si](C)(C)C)=[C:8]2[CH3:20])=[O:4].Cl. (3) Given the product [CH:21]([C:18]1[CH:19]=[CH:20][C:15]([CH:12]2[C:11]3[C:24]([CH3:25])=[C:7]([NH:6][C:5]([NH:35][CH2:34][CH2:33][O:32][CH3:31])=[O:28])[C:8]([CH3:27])=[C:9]([CH3:26])[C:10]=3[O:14][CH2:13]2)=[CH:16][CH:17]=1)([CH3:23])[CH3:22], predict the reactants needed to synthesize it. The reactants are: ClC(Cl)(Cl)CO[C:5](=[O:28])[NH:6][C:7]1[C:8]([CH3:27])=[C:9]([CH3:26])[C:10]2[O:14][CH2:13][CH:12]([C:15]3[CH:20]=[CH:19][C:18]([CH:21]([CH3:23])[CH3:22])=[CH:17][CH:16]=3)[C:11]=2[C:24]=1[CH3:25].[CH3:31][O:32][CH2:33][CH2:34][NH2:35]. (4) Given the product [CH2:1]([O:3][C:4]([C:6]1[N:7]([C:19]2[CH:20]=[CH:21][C:22]([O:25][CH:26]([CH3:27])[CH3:28])=[CH:23][CH:24]=2)[C:8]2[C:13]([C:14]=1[Cl:38])=[CH:12][C:11]([O:15][C:16](=[O:18])[CH3:17])=[CH:10][CH:9]=2)=[O:5])[CH3:2], predict the reactants needed to synthesize it. The reactants are: [CH2:1]([O:3][C:4]([C:6]1[N:7]([C:19]2[CH:24]=[CH:23][C:22]([O:25][CH:26]([CH3:28])[CH3:27])=[CH:21][CH:20]=2)[C:8]2[C:13]([CH:14]=1)=[CH:12][C:11]([O:15][C:16](=[O:18])[CH3:17])=[CH:10][CH:9]=2)=[O:5])[CH3:2].C(=O)=O.C([O-])(O)=O.[Na+].C(Cl)[Cl:38]. (5) Given the product [OH:1][C:2]1[C:3]([CH3:18])=[C:4]2[C:9](=[C:10]([CH3:13])[C:11]=1[CH3:12])[O:8][C:7]([CH3:17])([C:14]([NH:35][CH2:31][CH:32]([CH3:34])[CH3:33])=[O:16])[CH2:6][CH2:5]2, predict the reactants needed to synthesize it. The reactants are: [OH:1][C:2]1[C:3]([CH3:18])=[C:4]2[C:9](=[C:10]([CH3:13])[C:11]=1[CH3:12])[O:8][C:7]([CH3:17])([C:14]([OH:16])=O)[CH2:6][CH2:5]2.C1N=CN(C(N2C=NC=C2)=O)C=1.[CH2:31]([NH2:35])[CH:32]([CH3:34])[CH3:33]. (6) Given the product [CH2:1]([O:8][C:9](=[O:14])[CH2:10][C:11]([NH:18][CH2:19][C:20]1[C:21](=[N:26][NH:27][C:28]2[CH:33]=[CH:32][CH:31]=[C:30]([F:34])[CH:29]=2)[C:22]([NH2:25])=[N:23][N:24]=1)=[O:13])[C:2]1[CH:3]=[CH:4][CH:5]=[CH:6][CH:7]=1, predict the reactants needed to synthesize it. The reactants are: [CH2:1]([O:8][C:9](=[O:14])[CH2:10][C:11]([OH:13])=O)[C:2]1[CH:7]=[CH:6][CH:5]=[CH:4][CH:3]=1.N=C=N.[NH2:18][CH2:19][C:20]1[C:21](=[N:26][NH:27][C:28]2[CH:33]=[CH:32][CH:31]=[C:30]([F:34])[CH:29]=2)[C:22]([NH2:25])=[N:23][N:24]=1. (7) Given the product [CH:24]1([C:22]2[NH:21][N:20]=[C:19]([NH:18][C:16]3[C:15](=[O:27])[N:14]([CH3:28])[CH:13]=[C:12]([C:11]4[CH:10]=[CH:9][N:8]=[C:7]([N:29]5[CH2:41][CH2:40][N:32]6[C:33]7[CH2:34][CH2:35][CH2:36][CH2:37][C:38]=7[CH:39]=[C:31]6[C:30]5=[O:42])[C:6]=4[CH2:5][OH:4])[CH:17]=3)[CH:23]=2)[CH2:25][CH2:26]1, predict the reactants needed to synthesize it. The reactants are: C([O:4][CH2:5][C:6]1[C:7]([N:29]2[CH2:41][CH2:40][N:32]3[C:33]4[CH2:34][CH2:35][CH2:36][CH2:37][C:38]=4[CH:39]=[C:31]3[C:30]2=[O:42])=[N:8][CH:9]=[CH:10][C:11]=1[C:12]1[CH:17]=[C:16]([NH:18][C:19]2[CH:23]=[C:22]([CH:24]3[CH2:26][CH2:25]3)[NH:21][N:20]=2)[C:15](=[O:27])[N:14]([CH3:28])[CH:13]=1)(=O)C.O[Li].O. (8) The reactants are: [CH2:1]([C:3]1[CH:8]=[CH:7][C:6]([OH:9])=[CH:5][C:4]=1[C:10]1[CH:15]=[CH:14][C:13]([C:16](=[O:19])[CH2:17][CH3:18])=[CH:12][C:11]=1[CH2:20][CH2:21][CH3:22])[CH3:2].[C:23]([O:31][CH2:32][C:33]1[CH:34]=[C:35]([CH:38]=[CH:39][C:40]=1[CH2:41][O:42][C:43](=[O:50])[C:44]1[CH:49]=[CH:48][CH:47]=[CH:46][CH:45]=1)[CH2:36]Br)(=[O:30])[C:24]1[CH:29]=[CH:28][CH:27]=[CH:26][CH:25]=1. Given the product [C:23]([O:31][CH2:32][C:33]1[CH:34]=[C:35]([CH:38]=[CH:39][C:40]=1[CH2:41][O:42][C:43](=[O:50])[C:44]1[CH:45]=[CH:46][CH:47]=[CH:48][CH:49]=1)[CH2:36][O:9][C:6]1[CH:7]=[CH:8][C:3]([CH2:1][CH3:2])=[C:4]([C:10]2[CH:15]=[CH:14][C:13]([C:16](=[O:19])[CH2:17][CH3:18])=[CH:12][C:11]=2[CH2:20][CH2:21][CH3:22])[CH:5]=1)(=[O:30])[C:24]1[CH:25]=[CH:26][CH:27]=[CH:28][CH:29]=1, predict the reactants needed to synthesize it. (9) Given the product [Cl:29][C:30]1[CH:35]=[CH:34][CH:33]=[CH:32][C:31]=1[S:36]([NH:39][C@@H:2]1[CH2:22][N:5]2[C:6](=[O:21])[N:7]([C:9]3[CH:14]=[CH:13][C:12]([O:15][CH2:16][C:17]([F:20])([F:19])[F:18])=[CH:11][CH:10]=3)[CH2:8][C@H:4]2[CH2:3]1)(=[O:38])=[O:37], predict the reactants needed to synthesize it. The reactants are: Br[C@H:2]1[CH2:22][N:5]2[C:6](=[O:21])[N:7]([C:9]3[CH:14]=[CH:13][C:12]([O:15][CH2:16][C:17]([F:20])([F:19])[F:18])=[CH:11][CH:10]=3)[CH2:8][C@H:4]2[CH2:3]1.C([O-])([O-])=O.[K+].[K+].[Cl:29][C:30]1[CH:35]=[CH:34][CH:33]=[CH:32][C:31]=1[S:36]([NH2:39])(=[O:38])=[O:37]. (10) Given the product [CH3:29][S:28][C:25]1[CH:26]=[CH:27][C:22]([C:20](=[O:21])[C:19]([C:30]2[CH:31]=[N:32][CH:33]=[CH:34][CH:35]=2)=[O:18])=[CH:23][CH:24]=1, predict the reactants needed to synthesize it. The reactants are: CS(C)=O.FC(F)(F)C(OC(=O)C(F)(F)F)=O.[OH:18][CH:19]([C:30]1[CH:31]=[N:32][CH:33]=[CH:34][CH:35]=1)[C:20]([C:22]1[CH:27]=[CH:26][C:25]([S:28][CH3:29])=[CH:24][CH:23]=1)=[O:21].C(N(CC)CC)C.